This data is from NCI-60 drug combinations with 297,098 pairs across 59 cell lines. The task is: Regression. Given two drug SMILES strings and cell line genomic features, predict the synergy score measuring deviation from expected non-interaction effect. (1) Drug 1: CC1CCC2CC(C(=CC=CC=CC(CC(C(=O)C(C(C(=CC(C(=O)CC(OC(=O)C3CCCCN3C(=O)C(=O)C1(O2)O)C(C)CC4CCC(C(C4)OC)OCCO)C)C)O)OC)C)C)C)OC. Synergy scores: CSS=43.9, Synergy_ZIP=1.10, Synergy_Bliss=-0.861, Synergy_Loewe=-4.51, Synergy_HSA=0.739. Cell line: HCT-15. Drug 2: CC1=C(C(=O)C2=C(C1=O)N3CC4C(C3(C2COC(=O)N)OC)N4)N. (2) Drug 1: CN(C)N=NC1=C(NC=N1)C(=O)N. Drug 2: COCCOC1=C(C=C2C(=C1)C(=NC=N2)NC3=CC=CC(=C3)C#C)OCCOC.Cl. Cell line: UACC-257. Synergy scores: CSS=-4.54, Synergy_ZIP=3.16, Synergy_Bliss=1.00, Synergy_Loewe=-4.50, Synergy_HSA=-4.83. (3) Drug 1: CCC1(CC2CC(C3=C(CCN(C2)C1)C4=CC=CC=C4N3)(C5=C(C=C6C(=C5)C78CCN9C7C(C=CC9)(C(C(C8N6C=O)(C(=O)OC)O)OC(=O)C)CC)OC)C(=O)OC)O.OS(=O)(=O)O. Drug 2: CN(CCCl)CCCl.Cl. Cell line: HS 578T. Synergy scores: CSS=4.39, Synergy_ZIP=-6.07, Synergy_Bliss=-7.85, Synergy_Loewe=-8.58, Synergy_HSA=-8.44. (4) Drug 1: CC(C)CN1C=NC2=C1C3=CC=CC=C3N=C2N. Drug 2: CC1CCCC2(C(O2)CC(NC(=O)CC(C(C(=O)C(C1O)C)(C)C)O)C(=CC3=CSC(=N3)C)C)C. Cell line: ACHN. Synergy scores: CSS=35.4, Synergy_ZIP=2.78, Synergy_Bliss=4.13, Synergy_Loewe=-5.84, Synergy_HSA=3.13. (5) Drug 1: C1=NC2=C(N1)C(=S)N=CN2. Drug 2: CC12CCC3C(C1CCC2OP(=O)(O)O)CCC4=C3C=CC(=C4)OC(=O)N(CCCl)CCCl.[Na+]. Cell line: NCI-H522. Synergy scores: CSS=20.5, Synergy_ZIP=-8.96, Synergy_Bliss=-7.86, Synergy_Loewe=-31.5, Synergy_HSA=-7.21. (6) Drug 1: CCC1=CC2CC(C3=C(CN(C2)C1)C4=CC=CC=C4N3)(C5=C(C=C6C(=C5)C78CCN9C7C(C=CC9)(C(C(C8N6C)(C(=O)OC)O)OC(=O)C)CC)OC)C(=O)OC.C(C(C(=O)O)O)(C(=O)O)O. Drug 2: N.N.Cl[Pt+2]Cl. Cell line: HCC-2998. Synergy scores: CSS=50.3, Synergy_ZIP=-0.802, Synergy_Bliss=-0.367, Synergy_Loewe=-35.2, Synergy_HSA=0.223.